From a dataset of Full USPTO retrosynthesis dataset with 1.9M reactions from patents (1976-2016). Predict the reactants needed to synthesize the given product. (1) Given the product [CH2:1]([C@@H:3]1[C:11]2[C:6](=[CH:7][C:8]([C:12]([NH:14][CH2:15][C:16]3[CH:21]=[CH:20][C:19]([S:22]([CH2:25][CH3:26])(=[O:24])=[O:23])=[CH:18][N:17]=3)=[O:13])=[CH:9][CH:10]=2)[CH2:5][NH:4]1)[CH3:2], predict the reactants needed to synthesize it. The reactants are: [CH2:1]([C@H:3]1[C:11]2[C:6](=[CH:7][C:8]([C:12]([NH:14][CH2:15][C:16]3[CH:21]=[CH:20][C:19]([S:22]([CH2:25][CH3:26])(=[O:24])=[O:23])=[CH:18][N:17]=3)=[O:13])=[CH:9][CH:10]=2)[CH2:5][NH:4]1)[CH3:2].C(OC(N1CC2C(=CC=C(C(O)=O)C=2)[C@H]1CC)=O)(C)(C)C. (2) Given the product [CH3:8][N:9](/[CH:11]=[C:3]1/[CH2:2][O:1][CH2:6][CH2:5][C:4]/1=[O:7])[CH3:10], predict the reactants needed to synthesize it. The reactants are: [O:1]1[CH2:6][CH2:5][C:4](=[O:7])[CH2:3][CH2:2]1.[CH3:8][N:9]([CH:11](OC)OC)[CH3:10]. (3) Given the product [CH3:17][O:18][C:19]1[CH:20]=[CH:21][C:22]([C:25]2[CH:30]=[CH:29][CH:28]=[CH:27][C:26]=2[N:31]2[CH2:36][CH2:35][N:34]([CH2:2][CH2:3][CH2:4][CH2:5][CH2:6][C:7]([NH:9][CH2:10][C:11]3[CH:16]=[CH:15][CH:14]=[CH:13][N:12]=3)=[O:8])[CH2:33][CH2:32]2)=[CH:23][CH:24]=1, predict the reactants needed to synthesize it. The reactants are: Br[CH2:2][CH2:3][CH2:4][CH2:5][CH2:6][C:7]([NH:9][CH2:10][C:11]1[CH:16]=[CH:15][CH:14]=[CH:13][N:12]=1)=[O:8].[CH3:17][O:18][C:19]1[CH:24]=[CH:23][C:22]([C:25]2[CH:30]=[CH:29][CH:28]=[CH:27][C:26]=2[N:31]2[CH2:36][CH2:35][NH:34][CH2:33][CH2:32]2)=[CH:21][CH:20]=1.C([O-])([O-])=O.[K+].[K+].